Dataset: CYP1A2 inhibition data for predicting drug metabolism from PubChem BioAssay. Task: Regression/Classification. Given a drug SMILES string, predict its absorption, distribution, metabolism, or excretion properties. Task type varies by dataset: regression for continuous measurements (e.g., permeability, clearance, half-life) or binary classification for categorical outcomes (e.g., BBB penetration, CYP inhibition). Dataset: cyp1a2_veith. (1) The drug is O/N=C/c1cc(Br)ccc1OCc1cccc(F)c1. The result is 1 (inhibitor). (2) The molecule is CC(C)NC(=O)N1CCN(c2ccncc2S(=O)(=O)N2CCOCC2)CC1. The result is 0 (non-inhibitor). (3) The compound is CNCCc1c[nH]c2ccc(O)cc12. The result is 0 (non-inhibitor).